This data is from Forward reaction prediction with 1.9M reactions from USPTO patents (1976-2016). The task is: Predict the product of the given reaction. (1) Given the reactants [CH2:1]([N:3]1[C:7]([C:8]([OH:10])=O)=[CH:6][CH:5]=[N:4]1)[CH3:2].O1CCCC1.C(Cl)(=O)C(Cl)=O.[NH2:22][C:23]1[CH:24]=[C:25]([CH:42]=[CH:43][CH:44]=1)[O:26][C:27]1[CH:28]=[CH:29][C:30]2[N:31]([N:33]=[C:34]([NH:36][C:37]([CH:39]3[CH2:41][CH2:40]3)=[O:38])[N:35]=2)[CH:32]=1, predict the reaction product. The product is: [CH:39]1([C:37]([NH:36][C:34]2[N:35]=[C:30]3[CH:29]=[CH:28][C:27]([O:26][C:25]4[CH:24]=[C:23]([NH:22][C:8]([C:7]5[N:3]([CH2:1][CH3:2])[N:4]=[CH:5][CH:6]=5)=[O:10])[CH:44]=[CH:43][CH:42]=4)=[CH:32][N:31]3[N:33]=2)=[O:38])[CH2:40][CH2:41]1. (2) Given the reactants [F:1][C:2]1[CH:7]=[CH:6][C:5]([O:8][CH3:9])=[CH:4][C:3]=1[C:10]1[CH:15]=[CH:14][C:13]([C:16]([O:18][CH3:19])=[O:17])=[CH:12][C:11]=1I.CN(C=O)C.[C:26]1(B2OC(C)(C)C(C)(C)O2)=[CH:27][CH2:28][CH2:29][CH2:30][CH2:31][CH2:32][CH2:33]1.C(=O)([O-])[O-].[K+].[K+], predict the reaction product. The product is: [C:26]1([C:11]2[CH:12]=[C:13]([C:16]([O:18][CH3:19])=[O:17])[CH:14]=[CH:15][C:10]=2[C:3]2[CH:4]=[C:5]([O:8][CH3:9])[CH:6]=[CH:7][C:2]=2[F:1])[CH2:27][CH2:28][CH2:29][CH2:30][CH2:31][CH2:32][CH:33]=1. (3) Given the reactants O1CCCC1.[Cl:6][C:7]1[CH:8]=[C:9]([N+:18]([O-])=O)[C:10]2[O:15][CH2:14][C:13](=[O:16])[NH:12][C:11]=2[CH:17]=1.S(S([O-])=O)([O-])=O.[Na+].[Na+].C(=O)([O-])O.[Na+], predict the reaction product. The product is: [NH2:18][C:9]1[C:10]2[O:15][CH2:14][C:13](=[O:16])[NH:12][C:11]=2[CH:17]=[C:7]([Cl:6])[CH:8]=1. (4) The product is: [Sb:15](=[O:16])([OH:17])([OH:10])[O-:14].[Si:1]([OH:5])([OH:4])([OH:3])[OH:2].[K+:6]. Given the reactants [Si:1]([O-:5])([O-:4])([O-:3])[O-:2].[K+:6].[K+].[K+].[K+].[OH-:10].[K+].O=[Sb][O:14][Sb:15]=[O:16].[OH:17]O, predict the reaction product. (5) The product is: [Br:1][C:2]1[CH:3]=[CH:4][C:5]2[O:10][CH:32]=[C:7]([C:27]([O:30][CH2:17][CH3:18])=[O:28])[C:6]=2[CH:9]=1. Given the reactants [Br:1][C:2]1[CH:9]=[C:6]([CH:7]=O)[C:5]([OH:10])=[CH:4][CH:3]=1.[H+].[B-](F)(F)(F)F.[CH3:17][CH2:18]OCC.OS(O)(=O)=O.[C:27]([O-:30])(O)=[O:28].[Na+].[CH2:32](Cl)Cl, predict the reaction product. (6) Given the reactants [CH2:1]1[C:5]2=[C:6]([CH:13]=O)[C:7]3[CH:8]=[CH:9][CH:10]=[CH:11][C:12]=3[N:4]2[CH2:3][CH2:2]1.[CH3:15][N:16]1C2C(=CC=CC=2)C(C)=C1C=O, predict the reaction product. The product is: [CH3:15][NH:16][CH2:13][C:6]1[C:7]2[CH:8]=[CH:9][CH:10]=[CH:11][C:12]=2[N:4]2[CH2:3][CH2:2][CH2:1][C:5]=12.